Dataset: Peptide-MHC class I binding affinity with 185,985 pairs from IEDB/IMGT. Task: Regression. Given a peptide amino acid sequence and an MHC pseudo amino acid sequence, predict their binding affinity value. This is MHC class I binding data. The peptide sequence is ATGPILTLW. The MHC is HLA-B58:01 with pseudo-sequence HLA-B58:01. The binding affinity (normalized) is 0.762.